Dataset: Full USPTO retrosynthesis dataset with 1.9M reactions from patents (1976-2016). Task: Predict the reactants needed to synthesize the given product. (1) Given the product [F:24][C:25]1[CH:31]=[CH:30][C:28]([NH:29][C:18](=[O:19])[CH:17]([C@H:14]2[CH2:13][CH2:12][C@@H:11]([C:3]3[CH:2]=[N:1][C:10]4[C:9]([CH:4]=3)=[CH:8][CH:7]=[CH:6][CH:5]=4)[CH2:16][CH2:15]2)[CH3:23])=[CH:27][CH:26]=1, predict the reactants needed to synthesize it. The reactants are: [N:1]1[C:10]2[C:5](=[CH:6][CH:7]=[CH:8][CH:9]=2)[CH:4]=[C:3]([CH:11]2[CH2:16][CH2:15][CH:14]([CH:17]([CH3:23])[C:18](OCC)=[O:19])[CH2:13][CH2:12]2)[CH:2]=1.[F:24][C:25]1[CH:31]=[CH:30][C:28]([NH2:29])=[CH:27][CH:26]=1. (2) Given the product [CH:11]1[C:23]2[CH:22]([O:4][C:1](=[O:2])[N:6]([CH3:30])[CH2:7][CH2:8][CH2:9][OH:10])[C:21]3[C:16](=[CH:17][CH:18]=[CH:19][CH:20]=3)[C:15]=2[CH:14]=[CH:13][CH:12]=1, predict the reactants needed to synthesize it. The reactants are: [C:1]([O-:4])(O)=[O:2].[Na+].[NH2:6][CH2:7][CH2:8][CH2:9][OH:10].[C:11]1(COC(Cl)=O)[C:23]2[CH2:22][C:21]3[C:16](=[CH:17][CH:18]=[CH:19][CH:20]=3)[C:15]=2[CH:14]=[CH:13][CH:12]=1.O1CCOC[CH2:30]1. (3) Given the product [N:4]1[CH:5]=[CH:6][CH:7]=[C:2]([C:1]([CH:13]([CH2:14][C:15]([O:17][CH2:18][CH3:19])=[O:16])[C:12]([O:21][CH2:22][CH3:23])=[O:20])=[O:9])[CH:3]=1, predict the reactants needed to synthesize it. The reactants are: [C:1]([O:9]CC)(=O)[C:2]1[CH:7]=[CH:6][CH:5]=[N:4][CH:3]=1.[C:12]([O:21][CH2:22][CH3:23])(=[O:20])[CH2:13][CH2:14][C:15]([O:17][CH2:18][CH3:19])=[O:16].[H-].[Na+]. (4) Given the product [CH3:1][O:2][C:3]1[CH:8]=[CH:7][C:6]([NH:9][C:10]2[N:11]=[N:12][C:13]([CH:16]([NH:18][C:19]([C:21]3[S:44][CH:23]=[CH:24][CH:25]=3)=[O:20])[CH3:17])=[CH:14][N:15]=2)=[CH:5][CH:4]=1, predict the reactants needed to synthesize it. The reactants are: [CH3:1][O:2][C:3]1[CH:8]=[CH:7][C:6]([NH:9][C:10]2[N:11]=[N:12][C:13]([CH:16]([NH:18][C:19]([C:21]3O[CH:23]=[CH:24][CH:25]=3)=[O:20])[CH3:17])=[CH:14][N:15]=2)=[CH:5][CH:4]=1.NC(C1N=NC(NC2C=CC(OC)=CC=2)=NC=1)C.[S:44]1C=CC=C1C(Cl)=O. (5) The reactants are: [CH3:1][C:2]([CH3:6])([CH3:5])[CH2:3][OH:4].[H-].[Na+].Cl[C:10]1[N:18]=[C:17]2[C:13]([N:14]=[CH:15][N:16]2[CH:19]2[CH2:24][CH2:23][CH2:22][CH2:21][O:20]2)=[C:12]([N:25]2[CH2:29][CH2:28][C:27]([F:31])([F:30])[CH2:26]2)[N:11]=1. Given the product [F:31][C:27]1([F:30])[CH2:28][CH2:29][N:25]([C:12]2[N:11]=[C:10]([O:4][CH2:3][C:2]([CH3:6])([CH3:5])[CH3:1])[N:18]=[C:17]3[C:13]=2[N:14]=[CH:15][N:16]3[CH:19]2[CH2:24][CH2:23][CH2:22][CH2:21][O:20]2)[CH2:26]1, predict the reactants needed to synthesize it.